From a dataset of Reaction yield outcomes from USPTO patents with 853,638 reactions. Predict the reaction yield, written as a fraction of the theoretical maximum amount of product (1.0 means a 100% yield; for example, 0.34 means a 34% yield). (1) The reactants are [CH3:1][C:2]1[CH:3]=[C:4]([OH:11])[CH:5]=[CH:6][C:7]=1[N+:8]([O-:10])=[O:9].Br[CH2:13][CH2:14][CH2:15][CH2:16][CH2:17][CH2:18][CH2:19][CH2:20][CH2:21][CH3:22].C(=O)([O-])[O-].[K+].[K+].O. The catalyst is CN(C)C=O. The product is [CH3:1][C:2]1[CH:3]=[C:4]([O:11][CH2:13][CH2:14][CH2:15][CH2:16][CH2:17][CH2:18][CH2:19][CH2:20][CH2:21][CH3:22])[CH:5]=[CH:6][C:7]=1[N+:8]([O-:10])=[O:9]. The yield is 1.00. (2) The reactants are C([Li])CCC.[I:6][C:7]1[CH:14]=C[C:10](C=O)=[CH:9][CH:8]=1.[C:15](OCC)(=[O:17])[CH3:16].[O:21]1[CH2:25][CH2:24][CH2:23][CH2:22]1. The catalyst is CCCCCC. The product is [CH2:15]([O:17][C:25](=[O:21])[CH:24]=[CH:23][C:22]1[CH:10]=[CH:9][CH:8]=[C:7]([I:6])[CH:14]=1)[CH3:16]. The yield is 0.950. (3) The reactants are Cl.[Br:2][C:3]1[CH:16]=[CH:15][C:6]([O:7][CH2:8][CH:9]2[CH2:14][CH2:13][NH:12][CH2:11][CH2:10]2)=[CH:5][CH:4]=1.C(Cl)CCl.C1C=CC2N(O)N=NC=2C=1.CCN(C(C)C)C(C)C.[F:40][C:41]([F:50])([F:49])[C:42]1([C:46](O)=[O:47])[CH2:45][CH2:44][CH2:43]1.C([O-])(O)=O.[Na+]. The catalyst is C(Cl)Cl. The product is [Br:2][C:3]1[CH:4]=[CH:5][C:6]([O:7][CH2:8][CH:9]2[CH2:10][CH2:11][N:12]([C:46]([C:42]3([C:41]([F:50])([F:49])[F:40])[CH2:45][CH2:44][CH2:43]3)=[O:47])[CH2:13][CH2:14]2)=[CH:15][CH:16]=1. The yield is 0.760.